From a dataset of Forward reaction prediction with 1.9M reactions from USPTO patents (1976-2016). Predict the product of the given reaction. (1) Given the reactants [OH:1][C:2]1[CH:3]=[N:4][C:5]([CH3:8])=[CH:6][CH:7]=1.[CH3:9][O-].[Na+], predict the reaction product. The product is: [CH3:9][O:1][C:2]1[CH:3]=[N:4][C:5]([CH3:8])=[CH:6][CH:7]=1. (2) Given the reactants [CH:1]1([N:4]([CH2:39][C:40]2[CH:45]=[C:44]([CH2:46][CH2:47][CH2:48][O:49][CH3:50])[CH:43]=[C:42]([OH:51])[CH:41]=2)[C:5]([C@@H:7]2[C@@H:12]([C:13]3[CH:18]=[CH:17][C:16]([O:19][CH2:20][CH2:21][O:22][C:23]4[C:28]([Cl:29])=[CH:27][C:26]([CH3:30])=[CH:25][C:24]=4[Cl:31])=[CH:15][CH:14]=3)[CH2:11][CH2:10][N:9]([C:32]([O:34][C:35]([CH3:38])([CH3:37])[CH3:36])=[O:33])[CH2:8]2)=[O:6])[CH2:3][CH2:2]1.CS(O[CH2:57][C:58]1([CH2:61][C:62]([O:64][CH3:65])=[O:63])[CH2:60][CH2:59]1)(=O)=O.C(=O)([O-])[O-].[Cs+].[Cs+], predict the reaction product. The product is: [CH:1]1([N:4]([CH2:39][C:40]2[CH:45]=[C:44]([CH2:46][CH2:47][CH2:48][O:49][CH3:50])[CH:43]=[C:42]([O:51][CH2:57][C:58]3([CH2:61][C:62]([O:64][CH3:65])=[O:63])[CH2:60][CH2:59]3)[CH:41]=2)[C:5]([C@@H:7]2[C@@H:12]([C:13]3[CH:14]=[CH:15][C:16]([O:19][CH2:20][CH2:21][O:22][C:23]4[C:28]([Cl:29])=[CH:27][C:26]([CH3:30])=[CH:25][C:24]=4[Cl:31])=[CH:17][CH:18]=3)[CH2:11][CH2:10][N:9]([C:32]([O:34][C:35]([CH3:38])([CH3:37])[CH3:36])=[O:33])[CH2:8]2)=[O:6])[CH2:3][CH2:2]1. (3) Given the reactants C[O:2][C:3]1[CH2:8][C:7]([O:9][CH3:10])=[CH:6][C:5]([CH2:12][O:13][CH3:14])([CH3:11])[CH:4]=1.C(=O)(O)[O-].[Na+].BrC[C:22](=O)[C:23]([OH:25])=[O:24], predict the reaction product. The product is: [CH3:14][O:13][CH2:12][C:5]1([CH3:11])[CH2:4][C:3](=[O:2])[C:8]2[C:22]([C:23]([OH:25])=[O:24])=[CH:10][O:9][C:7]=2[CH2:6]1. (4) Given the reactants OO.FC(F)(F)C(OC(=O)C(F)(F)F)=[O:6].[Cl:16][C:17]1[N:22]=[CH:21][C:20]([CH2:23][C:24]([O:26][CH3:27])=[O:25])=[CH:19][CH:18]=1.C(=O)([O-])[O-].[K+].[K+], predict the reaction product. The product is: [Cl:16][C:17]1[N+:22]([O-:6])=[CH:21][C:20]([CH2:23][C:24]([O:26][CH3:27])=[O:25])=[CH:19][CH:18]=1. (5) Given the reactants [CH3:1][N:2]1[C:6]([CH3:7])=[C:5]([N+:8]([O-])=O)[CH:4]=[N:3]1.[ClH:11], predict the reaction product. The product is: [ClH:11].[CH3:1][N:2]1[C:6]([CH3:7])=[C:5]([NH2:8])[CH:4]=[N:3]1. (6) Given the reactants N1C=CC=C(CN)C=1.[CH3:9][C:10]1[N:11]=[CH:12][C:13]([CH2:16][NH2:17])=[N:14][CH:15]=1.FC1C=CC(CN2[C@@H](C)CN(C3SC(C(O)=O)=C(C)N=3)C2=O)=CC=1.[F:42][C:43]1[CH:44]=[C:45]([CH:63]=[C:64]([F:66])[CH:65]=1)[CH2:46][N:47]1[C@H:51]([CH3:52])[CH2:50][N:49]([C:53]2[S:54][C:55]([C:59](O)=[O:60])=[C:56]([CH3:58])[N:57]=2)[C:48]1=[O:62], predict the reaction product. The product is: [F:66][C:64]1[CH:63]=[C:45]([CH:44]=[C:43]([F:42])[CH:65]=1)[CH2:46][N:47]1[C@H:51]([CH3:52])[CH2:50][N:49]([C:53]2[S:54][C:55]([C:59]([NH:17][CH2:16][C:13]3[CH:12]=[N:11][C:10]([CH3:9])=[CH:15][N:14]=3)=[O:60])=[C:56]([CH3:58])[N:57]=2)[C:48]1=[O:62]. (7) Given the reactants [CH3:1][O:2][C:3]([C:5]1[N:6]=[CH:7][C:8]2[C:13]([C:14]=1[OH:15])=[CH:12][CH:11]=[CH:10][C:9]=2[O:16][C:17]1[CH:22]=[CH:21][C:20]([O:23][CH3:24])=[CH:19][CH:18]=1)=[O:4].[Br:25]N1C(=O)CCC1=O, predict the reaction product. The product is: [CH3:1][O:2][C:3]([C:5]1[N:6]=[C:7]([Br:25])[C:8]2[C:13]([C:14]=1[OH:15])=[CH:12][CH:11]=[CH:10][C:9]=2[O:16][C:17]1[CH:22]=[CH:21][C:20]([O:23][CH3:24])=[CH:19][CH:18]=1)=[O:4]. (8) Given the reactants CN(C)[CH:3]=[CH:4][C:5]([C:7]1[C:12](=[O:13])[CH:11]=[CH:10][N:9]([C:14]2[CH:19]=[CH:18][C:17]([C:20]([F:23])([F:22])[F:21])=[CH:16][CH:15]=2)[N:8]=1)=O.[C:25]1([NH:31][NH2:32])[CH:30]=[CH:29][CH:28]=[CH:27][CH:26]=1, predict the reaction product. The product is: [C:25]1([N:31]2[C:5]([C:7]3[C:12](=[O:13])[CH:11]=[CH:10][N:9]([C:14]4[CH:19]=[CH:18][C:17]([C:20]([F:22])([F:21])[F:23])=[CH:16][CH:15]=4)[N:8]=3)=[CH:4][CH:3]=[N:32]2)[CH:30]=[CH:29][CH:28]=[CH:27][CH:26]=1. (9) Given the reactants OS(O)(=O)=O.[C:6]([OH:9])(=O)[CH3:7].[CH3:10][CH:11]([CH2:14]CC#N)[C:12]#[N:13].C([O-])([O-])=[O:19].[Na+].[Na+], predict the reaction product. The product is: [CH3:10][CH:11]1[CH2:14][CH2:7][C:6](=[O:9])[NH:13][C:12]1=[O:19]. (10) The product is: [CH2:25]([C:29]1[CH:30]=[CH:31][C:32]([NH:35][S:36]([C:39]2[CH:40]=[C:41]([C:49]([N:63]3[CH2:62][CH2:61][N:60]([C:55]4[CH:56]=[CH:57][CH:58]=[CH:59][C:54]=4[O:53][CH3:52])[CH2:65][CH2:64]3)=[O:51])[C:42]3[O:47][CH2:46][CH2:45][O:44][C:43]=3[CH:48]=2)(=[O:38])=[O:37])=[CH:33][CH:34]=1)[CH2:26][CH2:27][CH3:28]. Given the reactants BrC1C=CC(S(=O)(=O)NC2C=CC(CCCC)=CC=2)=CC=1C(O)=O.[CH2:25]([C:29]1[CH:34]=[CH:33][C:32]([NH:35][S:36]([C:39]2[CH:40]=[C:41]([C:49]([OH:51])=O)[C:42]3[O:47][CH2:46][CH2:45][O:44][C:43]=3[CH:48]=2)(=[O:38])=[O:37])=[CH:31][CH:30]=1)[CH2:26][CH2:27][CH3:28].[CH3:52][O:53][C:54]1[CH:59]=[CH:58][CH:57]=[CH:56][C:55]=1[N:60]1[CH2:65][CH2:64][NH:63][CH2:62][CH2:61]1, predict the reaction product.